This data is from Reaction yield outcomes from USPTO patents with 853,638 reactions. The task is: Predict the reaction yield, written as a fraction of the theoretical maximum amount of product (1.0 means a 100% yield; for example, 0.34 means a 34% yield). (1) The reactants are [NH2:1][C:2]1[C:10]2[C:5](=[N:6][CH:7]=[C:8]([Cl:26])[C:9]=2[N:11]2[CH2:16][CH2:15][CH2:14][C@@H:13]([N:17]([CH3:25])[C:18](=[O:24])[O:19][C:20]([CH3:23])([CH3:22])[CH3:21])[CH2:12]2)[NH:4][CH:3]=1.[C:27](Cl)(=[O:30])[CH2:28][CH3:29].[Li+].[OH-].O. The catalyst is CN1C(=O)CCC1.N1C=CC=CC=1.CC#N.O.C(Cl)Cl. The product is [Cl:26][C:8]1[C:9]([N:11]2[CH2:16][CH2:15][CH2:14][C@@H:13]([N:17]([CH3:25])[C:18](=[O:24])[O:19][C:20]([CH3:21])([CH3:22])[CH3:23])[CH2:12]2)=[C:10]2[C:2]([NH:1][C:27](=[O:30])[CH2:28][CH3:29])=[CH:3][NH:4][C:5]2=[N:6][CH:7]=1. The yield is 0.460. (2) The reactants are [Cl:1][C:2]1[CH:7]=[C:6]([N+:8]([O-])=O)[CH:5]=[CH:4][C:3]=1[O:11][C:12]1[CH:17]=[CH:16][CH:15]=[CH:14][CH:13]=1.[Cl-].[NH4+].CO. The catalyst is [Fe].O. The product is [Cl:1][C:2]1[CH:7]=[C:6]([CH:5]=[CH:4][C:3]=1[O:11][C:12]1[CH:17]=[CH:16][CH:15]=[CH:14][CH:13]=1)[NH2:8]. The yield is 0.925.